Dataset: Reaction yield outcomes from USPTO patents with 853,638 reactions. Task: Predict the reaction yield, written as a fraction of the theoretical maximum amount of product (1.0 means a 100% yield; for example, 0.34 means a 34% yield). The reactants are [CH:1]1([CH2:6][CH:7]([C:11]2[CH:16]=[CH:15][C:14]([S:17]([CH3:20])(=[O:19])=[O:18])=[C:13]([N+:21]([O-:23])=[O:22])[CH:12]=2)[C:8](O)=[O:9])[CH2:5][CH2:4][CH2:3][CH2:2]1.C(N(CC)CC)C.F[P-](F)(F)(F)(F)F.N1(O[P+](N(C)C)(N(C)C)N(C)C)C2C=CC=CC=2N=N1.[NH2:58][C:59]1[O:60][C:61]2[CH:67]=[CH:66][CH:65]=[CH:64][C:62]=2[N:63]=1.Cl. The catalyst is CN(C)C=O.O.C(OCC)(=O)C. The product is [O:60]1[C:61]2[CH:67]=[CH:66][CH:65]=[CH:64][C:62]=2[N:63]=[C:59]1[NH:58][C:8](=[O:9])[CH:7]([C:11]1[CH:16]=[CH:15][C:14]([S:17]([CH3:20])(=[O:18])=[O:19])=[C:13]([N+:21]([O-:23])=[O:22])[CH:12]=1)[CH2:6][CH:1]1[CH2:5][CH2:4][CH2:3][CH2:2]1. The yield is 0.195.